Dataset: Cav3 T-type calcium channel HTS with 100,875 compounds. Task: Binary Classification. Given a drug SMILES string, predict its activity (active/inactive) in a high-throughput screening assay against a specified biological target. The molecule is S1Cc2c(CSC1c1ccc(O)cc1)cc(c(c2)C)C. The result is 0 (inactive).